This data is from Full USPTO retrosynthesis dataset with 1.9M reactions from patents (1976-2016). The task is: Predict the reactants needed to synthesize the given product. (1) The reactants are: [Cl-].[Al+3].[Cl-].[Cl-].[C:5]1([CH3:12])[C:10]([OH:11])=[CH:9][CH:8]=[CH:7][CH:6]=1.S(=O)(=O)(O)O. Given the product [OH:11][C:10]1[CH:9]=[C:8]2[C:7](=[CH:6][C:5]=1[CH3:12])[C:10](=[O:11])[CH2:9][CH2:8]2, predict the reactants needed to synthesize it. (2) Given the product [CH3:17][O:18][C:19](=[O:31])[CH2:20][C@H:21]1[C:25]2[CH:26]=[CH:27][C:28]([O:30][C@H:37]3[C:38]4[C:34](=[C:33]([Br:32])[CH:41]=[CH:40][C:39]=4[F:42])[CH2:35][CH2:36]3)=[CH:29][C:24]=2[O:23][CH2:22]1, predict the reactants needed to synthesize it. The reactants are: N(C(OC(C)(C)C)=O)=NC(OC(C)(C)C)=O.[CH3:17][O:18][C:19](=[O:31])[CH2:20][C@H:21]1[C:25]2[CH:26]=[CH:27][C:28]([OH:30])=[CH:29][C:24]=2[O:23][CH2:22]1.[Br:32][C:33]1[CH:41]=[CH:40][C:39]([F:42])=[C:38]2[C:34]=1[CH2:35][CH2:36][C@@H:37]2O.C(P(CCCC)CCCC)CCC. (3) Given the product [Cl:1][C:2]1[C:10]2[C:9]3[CH:11]=[C:12]([C:16]#[N:17])[N:13]=[CH:14][C:8]=3[N:7]([CH2:18][O:19][CH2:20][CH2:21][Si:22]([CH3:25])([CH3:24])[CH3:23])[C:6]=2[N:5]=[CH:4][CH:3]=1, predict the reactants needed to synthesize it. The reactants are: [Cl:1][C:2]1[C:10]2[C:9]3[CH:11]=[C:12]([C:16]#[N:17])[N+:13]([O-])=[CH:14][C:8]=3[N:7]([CH2:18][O:19][CH2:20][CH2:21][Si:22]([CH3:25])([CH3:24])[CH3:23])[C:6]=2[N:5]=[CH:4][CH:3]=1.ClC1C=CC2C3C=C(C#N)[N+]([O-])=CC=3N(COCC[Si](C)(C)C)C=2N=1.C(N(CC)CC)C. (4) Given the product [OH:32][C@@H:30]1[CH2:31][N:27]([C:14]2[CH:15]=[C:16]([OH:17])[C:11]3[N:12]([C:34]([CH3:35])=[C:9]([CH3:8])[N:10]=3)[CH:13]=2)[C:28](=[O:33])[CH2:29]1, predict the reactants needed to synthesize it. The reactants are: FC(F)(F)C(O)=O.[CH3:8][C:9]1[N:10]=[C:11]2[C:16]([O:17]CC3C=CC(OC)=CC=3)=[CH:15][C:14]([N:27]3[CH2:31][C@@H:30]([OH:32])[CH2:29][C:28]3=[O:33])=[CH:13][N:12]2[C:34]=1[CH3:35].